Dataset: Forward reaction prediction with 1.9M reactions from USPTO patents (1976-2016). Task: Predict the product of the given reaction. (1) The product is: [Cl:13][C:14]1[CH:21]=[CH:20][C:17]([CH:18]=[N:1][C:2]2[N:6]=[C:5]([C:7]3[S:8][CH:9]=[CH:10][C:11]=3[Cl:12])[O:4][N:3]=2)=[CH:16][CH:15]=1. Given the reactants [NH2:1][C:2]1[N:6]=[C:5]([C:7]2[S:8][CH:9]=[CH:10][C:11]=2[Cl:12])[O:4][N:3]=1.[Cl:13][C:14]1[CH:21]=[CH:20][C:17]([CH:18]=O)=[CH:16][CH:15]=1, predict the reaction product. (2) Given the reactants [F:1][C:2]1[CH:3]=[CH:4][C:5]([O:9][C:10]2[CH:15]=[CH:14][CH:13]=[CH:12][CH:11]=2)=[C:6]([NH2:8])[CH:7]=1.[CH3:16][O:17][C:18]1[CH:19]=[CH:20][C:21]([O:26][CH2:27][CH2:28][O:29][S:30]([CH3:33])(=[O:32])=[O:31])=[C:22]([CH:25]=1)[CH:23]=O.[Na], predict the reaction product. The product is: [F:1][C:2]1[CH:3]=[CH:4][C:5]([O:9][C:10]2[CH:15]=[CH:14][CH:13]=[CH:12][CH:11]=2)=[C:6]([NH:8][CH2:23][C:22]2[CH:25]=[C:18]([O:17][CH3:16])[CH:19]=[CH:20][C:21]=2[O:26][CH2:27][CH2:28][O:29][S:30]([CH3:33])(=[O:31])=[O:32])[CH:7]=1. (3) Given the reactants Cl[C:2]1[N:7]=[C:6]([NH:8][C:9]2[CH:14]=[CH:13][C:12]([C:15]([F:18])([F:17])[F:16])=[CH:11][CH:10]=2)[CH:5]=[CH:4][N:3]=1.[NH2:19][C:20]1[CH:29]=[CH:28][C:23]([C:24]([O:26][CH3:27])=[O:25])=[CH:22][CH:21]=1, predict the reaction product. The product is: [CH3:27][O:26][C:24](=[O:25])[C:23]1[CH:28]=[CH:29][C:20]([NH:19][C:2]2[N:7]=[C:6]([NH:8][C:9]3[CH:14]=[CH:13][C:12]([C:15]([F:18])([F:17])[F:16])=[CH:11][CH:10]=3)[CH:5]=[CH:4][N:3]=2)=[CH:21][CH:22]=1. (4) Given the reactants [Cl:1][C:2]1[N:7]=[C:6]([CH3:8])[C:5]([NH2:9])=[CH:4][N:3]=1.C(N(CC)CC)C.[C:17](O[C:17]([O:19][C:20]([CH3:23])([CH3:22])[CH3:21])=[O:18])([O:19][C:20]([CH3:23])([CH3:22])[CH3:21])=[O:18], predict the reaction product. The product is: [Cl:1][C:2]1[N:7]=[C:6]([CH3:8])[C:5]([NH:9][C:17](=[O:18])[O:19][C:20]([CH3:23])([CH3:22])[CH3:21])=[CH:4][N:3]=1. (5) The product is: [CH:2]1([NH:5][C:6](=[O:7])[C:8]2[CH:13]=[C:12]([C:14]3[CH:19]=[CH:18][N:17]4[C:20](=[O:36])[N:21]([CH:23]5[CH2:28][CH2:27][NH:26][CH2:25][CH2:24]5)[N:22]=[C:16]4[CH:15]=3)[C:11]([CH3:37])=[C:10]([F:38])[CH:9]=2)[CH2:3][CH2:4]1. Given the reactants Cl.[CH:2]1([NH:5][C:6]([C:8]2[CH:9]=[C:10]([F:38])[C:11]([CH3:37])=[C:12]([C:14]3[CH:19]=[CH:18][N:17]4[C:20](=[O:36])[N:21]([CH:23]5[CH2:28][CH2:27][N:26](C(OC(C)(C)C)=O)[CH2:25][CH2:24]5)[N:22]=[C:16]4[CH:15]=3)[CH:13]=2)=[O:7])[CH2:4][CH2:3]1.C(=O)([O-])[O-].[Na+].[Na+], predict the reaction product. (6) Given the reactants [OH:1][C:2]1[CH:10]=[CH:9][C:8]([C:11]2[N:12]([C:27]([O:29][C:30]([CH3:33])([CH3:32])[CH3:31])=[O:28])[C:13]3[C:18]([CH:19]=2)=[CH:17][C:16]([CH2:20][N:21]2[CH2:26][CH2:25][CH2:24][CH2:23][CH2:22]2)=[CH:15][CH:14]=3)=[C:7]2[C:3]=1[CH2:4][NH:5][C:6]2=[O:34].C(N(CC)CC)C.[F:42][C:43]1[CH:44]=[C:45]([S:49](Cl)(=[O:51])=[O:50])[CH:46]=[CH:47][CH:48]=1, predict the reaction product. The product is: [F:42][C:43]1[CH:44]=[C:45]([S:49]([O:1][C:2]2[CH:10]=[CH:9][C:8]([C:11]3[N:12]([C:27]([O:29][C:30]([CH3:31])([CH3:33])[CH3:32])=[O:28])[C:13]4[C:18]([CH:19]=3)=[CH:17][C:16]([CH2:20][N:21]3[CH2:26][CH2:25][CH2:24][CH2:23][CH2:22]3)=[CH:15][CH:14]=4)=[C:7]3[C:3]=2[CH2:4][NH:5][C:6]3=[O:34])(=[O:51])=[O:50])[CH:46]=[CH:47][CH:48]=1. (7) The product is: [NH2:18][C:4]1[N:3]=[C:2]([NH:19][C:20]2[CH:25]=[CH:24][C:23]([C:26](=[O:28])[CH3:27])=[CH:22][CH:21]=2)[CH:7]=[C:6]([C:8]2[CH:13]=[C:12]([Br:14])[CH:11]=[CH:10][C:9]=2[O:15][CH2:16][CH3:17])[N:5]=1. Given the reactants Cl[C:2]1[CH:7]=[C:6]([C:8]2[CH:13]=[C:12]([Br:14])[CH:11]=[CH:10][C:9]=2[O:15][CH2:16][CH3:17])[N:5]=[C:4]([NH2:18])[N:3]=1.[NH2:19][C:20]1[CH:25]=[CH:24][C:23]([C:26](=[O:28])[CH3:27])=[CH:22][CH:21]=1, predict the reaction product.